From a dataset of Forward reaction prediction with 1.9M reactions from USPTO patents (1976-2016). Predict the product of the given reaction. (1) Given the reactants CC1(C)[O:6][CH:5]([CH2:7][O:8][NH:9][C:10]([C:12]2[C:20]([NH:21][C:22]3[CH:27]=[CH:26][C:25]([I:28])=[CH:24][C:23]=3[F:29])=[C:19]([F:30])[C:15]3[N:16]=[CH:17][S:18][C:14]=3[CH:13]=2)=[O:11])[CH2:4][O:3]1.FC(F)(F)C(O)=O.C(=O)(O)[O-].[Na+], predict the reaction product. The product is: [OH:6][CH:5]([CH2:4][OH:3])[CH2:7][O:8][NH:9][C:10]([C:12]1[C:20]([NH:21][C:22]2[CH:27]=[CH:26][C:25]([I:28])=[CH:24][C:23]=2[F:29])=[C:19]([F:30])[C:15]2[N:16]=[CH:17][S:18][C:14]=2[CH:13]=1)=[O:11]. (2) Given the reactants [S:1]1[C:5]2[CH:6]=[CH:7][CH:8]=[CH:9][C:4]=2[N:3]=[C:2]1[C:10]1[C:14]([NH2:15])=[CH:13][NH:12][N:11]=1.[CH:16]1([C:21](Cl)=[O:22])[CH2:20][CH2:19][CH2:18][CH2:17]1.N1C2C=CC=CC=2N=C1C1C(NC(=O)C(C)C)=CNN=1, predict the reaction product. The product is: [S:1]1[C:5]2[CH:6]=[CH:7][CH:8]=[CH:9][C:4]=2[N:3]=[C:2]1[C:10]1[C:14]([NH:15][C:21]([CH:16]2[CH2:20][CH2:19][CH2:18][CH2:17]2)=[O:22])=[CH:13][NH:12][N:11]=1. (3) Given the reactants BrC1C(C(F)(F)F)=CC=CC=1F.FC1C=CC(C2C(C(F)(F)F)=CC=CC=2F)=CN=1.FC1N=CC(B(O)O)=CC=1.C([O-])([O-])=O.[Cs+].[Cs+].FC1C=CC(C2C(C(F)(F)F)=CC=CC=2F)=CN=1.[CH:65]1([CH2:71][NH:72][C:73]2[CH:78]=[CH:77][C:76]([C:79]3[C:84]([C:85]([F:88])([F:87])[F:86])=[CH:83][CH:82]=[CH:81][C:80]=3[F:89])=[CH:75][N:74]=2)[CH2:70][CH2:69][CH2:68][CH2:67][CH2:66]1.C1(CN)CCCCC1, predict the reaction product. The product is: [CH:65]1([CH2:71][NH:72][C:73]2[CH:78]=[CH:77][C:76]([C:79]3[C:84]([C:85]([F:88])([F:86])[F:87])=[CH:83][CH:82]=[CH:81][C:80]=3[F:89])=[CH:75][N:74]=2)[CH2:66][CH2:67][CH2:68][CH2:69][CH2:70]1. (4) Given the reactants [CH3:1][O:2][CH2:3][C@@H:4]1[CH2:8][NH:7][C@H:6]([C:9]2[NH:10][C:11]([C:14]3[CH:27]=[C:26]4[O:28][CH2:29][C:23]5[C:24]6[C:25]4=[C:16]([CH2:17][O:18][C:19]=6[CH:20]=[C:21]([C:30]4[NH:34][C:33]([C@@H:35]6[CH2:39][C@H:38]([CH3:40])[CH2:37][N:36]6[C:41](=[O:54])[C@H:42]([NH:49][C:50](=[O:53])[O:51][CH3:52])[C:43]6[CH:48]=[CH:47][CH:46]=[CH:45][CH:44]=6)=[N:32][CH:31]=4)[CH:22]=5)[CH:15]=3)=[CH:12][N:13]=2)[CH2:5]1.[CH3:55][O:56][C@H:57]([CH3:67])[C@H:58]([NH:62][C:63]([O:65][CH3:66])=[O:64])[C:59](O)=[O:60].CN(C(ON1N=NC2C=CC=NC1=2)=[N+](C)C)C.F[P-](F)(F)(F)(F)F, predict the reaction product. The product is: [CH3:66][O:65][C:63]([NH:62][C@@H:58]([C@H:57]([O:56][CH3:55])[CH3:67])[C:59]([N:7]1[CH2:8][C@@H:4]([CH2:3][O:2][CH3:1])[CH2:5][C@H:6]1[C:9]1[NH:10][C:11]([C:14]2[CH:27]=[C:26]3[O:28][CH2:29][C:23]4[C:24]5[C:25]3=[C:16]([CH2:17][O:18][C:19]=5[CH:20]=[C:21]([C:30]3[NH:34][C:33]([C@@H:35]5[CH2:39][C@H:38]([CH3:40])[CH2:37][N:36]5[C:41](=[O:54])[C@H:42]([NH:49][C:50](=[O:53])[O:51][CH3:52])[C:43]5[CH:44]=[CH:45][CH:46]=[CH:47][CH:48]=5)=[N:32][CH:31]=3)[CH:22]=4)[CH:15]=2)=[CH:12][N:13]=1)=[O:60])=[O:64].